This data is from Full USPTO retrosynthesis dataset with 1.9M reactions from patents (1976-2016). The task is: Predict the reactants needed to synthesize the given product. Given the product [NH2:1][C@@H:2]1[CH2:7][CH2:6][CH2:5][N:4]([C:8]2[N:13]([CH2:14][C:15]3[CH:22]=[CH:21][CH:20]=[CH:19][C:16]=3[C:17]#[N:18])[C:12](=[O:23])[C:11]([C:25]#[C:26][CH3:27])=[CH:10][CH:9]=2)[CH2:3]1, predict the reactants needed to synthesize it. The reactants are: [NH2:1][C@@H:2]1[CH2:7][CH2:6][CH2:5][N:4]([C:8]2[N:13]([CH2:14][C:15]3[CH:22]=[CH:21][CH:20]=[CH:19][C:16]=3[C:17]#[N:18])[C:12](=[O:23])[C:11](Br)=[CH:10][CH:9]=2)[CH2:3]1.[CH2:25]([Sn](CCCC)(CCCC)C#CC)[CH2:26][CH2:27]C.